From a dataset of Peptide-MHC class I binding affinity with 185,985 pairs from IEDB/IMGT. Regression. Given a peptide amino acid sequence and an MHC pseudo amino acid sequence, predict their binding affinity value. This is MHC class I binding data. (1) The MHC is HLA-B27:03 with pseudo-sequence HLA-B27:03. The peptide sequence is ATKDSFQSF. The binding affinity (normalized) is 0.0847. (2) The peptide sequence is RQFPTAFEP. The MHC is Mamu-B52 with pseudo-sequence Mamu-B52. The binding affinity (normalized) is 0.464. (3) The peptide sequence is ALEPGFKDY. The MHC is HLA-A26:01 with pseudo-sequence HLA-A26:01. The binding affinity (normalized) is 0.0847. (4) The peptide sequence is GSFKEYVFW. The binding affinity (normalized) is 0.0847. The MHC is HLA-A11:01 with pseudo-sequence HLA-A11:01. (5) The peptide sequence is DEGRKVAI. The MHC is H-2-Kk with pseudo-sequence H-2-Kk. The binding affinity (normalized) is 0.260. (6) The peptide sequence is SLTDPRLEPH. The MHC is HLA-A31:01 with pseudo-sequence HLA-A31:01. The binding affinity (normalized) is 0.